This data is from Reaction yield outcomes from USPTO patents with 853,638 reactions. The task is: Predict the reaction yield, written as a fraction of the theoretical maximum amount of product (1.0 means a 100% yield; for example, 0.34 means a 34% yield). (1) The reactants are [NH2:1][C:2]1[CH:3]=[C:4]([OH:9])[CH:5]=[CH:6][C:7]=1[F:8].Br[C:11]1[CH:12]=[CH:13][C:14]([N+:17]([O-:19])=[O:18])=[N:15][CH:16]=1. No catalyst specified. The product is [F:8][C:7]1[CH:6]=[CH:5][C:4]([O:9][C:11]2[CH:16]=[N:15][C:14]([N+:17]([O-:19])=[O:18])=[CH:13][CH:12]=2)=[CH:3][C:2]=1[NH2:1]. The yield is 0.390. (2) The reactants are [CH:1]1([C:4]2[NH:8][N:7]=[C:6]([N:9]3[C:13]4[CH:14]=[C:15]([NH:20][C@H:21]([C:23]5[CH:28]=[CH:27][C:26]([F:29])=[CH:25][CH:24]=5)[CH3:22])[C:16]([C:18]#[N:19])=[CH:17][C:12]=4[N:11]=[CH:10]3)[CH:5]=2)[CH2:3][CH2:2]1.[H][H]. The catalyst is [Pd].CO.Cl. The product is [NH2:19][CH2:18][C:16]1[C:15]([NH:20][C@H:21]([C:23]2[CH:24]=[CH:25][C:26]([F:29])=[CH:27][CH:28]=2)[CH3:22])=[CH:14][C:13]2[N:9]([C:6]3[CH:5]=[C:4]([CH:1]4[CH2:3][CH2:2]4)[NH:8][N:7]=3)[CH:10]=[N:11][C:12]=2[CH:17]=1. The yield is 0.610. (3) The reactants are [Cl:1][C:2]1[CH:3]=[C:4]([C:8]2[N:9]=[C:10]([NH:17][C:18]3[CH:23]=[CH:22][C:21]([CH2:24][CH2:25][OH:26])=[CH:20][CH:19]=3)[C:11]3[CH2:16][CH2:15][CH2:14][C:12]=3[N:13]=2)[CH:5]=[CH:6][CH:7]=1.CC(OI1(OC(C)=O)(OC(C)=O)OC(=O)C2C=CC=CC1=2)=O. The catalyst is C(Cl)Cl. The product is [Cl:1][C:2]1[CH:3]=[C:4]([C:8]2[N:9]=[C:10]([NH:17][C:18]3[CH:19]=[CH:20][C:21]([CH2:24][CH:25]=[O:26])=[CH:22][CH:23]=3)[C:11]3[CH2:16][CH2:15][CH2:14][C:12]=3[N:13]=2)[CH:5]=[CH:6][CH:7]=1. The yield is 0.650. (4) The yield is 0.700. The catalyst is CO. The reactants are C[O:2][C:3](=[O:22])[CH:4]=[CH:5][C:6]1[CH:11]=[CH:10][CH:9]=[CH:8][C:7]=1[S:12](=[O:21])(=[O:20])[NH:13][C:14]1[CH:19]=[CH:18][CH:17]=[CH:16][CH:15]=1.[OH-].[Na+]. The product is [C:14]1([NH:13][S:12]([C:7]2[CH:8]=[CH:9][CH:10]=[CH:11][C:6]=2[CH:5]=[CH:4][C:3]([OH:22])=[O:2])(=[O:21])=[O:20])[CH:15]=[CH:16][CH:17]=[CH:18][CH:19]=1. (5) The reactants are [CH2:1]([N:3]1[C:7](=[NH:8])/[C:6](=[CH:9]\[C:10]2[CH:15]=[CH:14][C:13]([OH:16])=[C:12]([O:17][CH3:18])[CH:11]=2)/[N:5]([CH3:19])[C:4]1=[O:20])[CH3:2].C(=O)([O-])[O-].[Li+].[Li+].F[C:28]1[C:37]2[C:32](=[CH:33][CH:34]=[CH:35][CH:36]=2)[C:31]([C:38]#[N:39])=[CH:30][CH:29]=1.[OH-].[Na+]. The catalyst is CS(C)=O. The product is [CH2:1]([N:3]1[C:7](=[NH:8])/[C:6](=[CH:9]/[C:10]2[CH:15]=[CH:14][C:13]([O:16][C:28]3[C:37]4[C:32](=[CH:33][CH:34]=[CH:35][CH:36]=4)[C:31]([C:38]#[N:39])=[CH:30][CH:29]=3)=[C:12]([O:17][CH3:18])[CH:11]=2)/[N:5]([CH3:19])[C:4]1=[O:20])[CH3:2]. The yield is 0.330.